This data is from Reaction yield outcomes from USPTO patents with 853,638 reactions. The task is: Predict the reaction yield, written as a fraction of the theoretical maximum amount of product (1.0 means a 100% yield; for example, 0.34 means a 34% yield). (1) The reactants are [S:1]([N:10]1[CH2:14][CH2:13][O:12]C1=O)([N:4]1[CH2:8][CH2:7][O:6]C1=O)(=[O:3])=[O:2].C(=O)=O. The catalyst is [OH-].[Na+]. The product is [OH:12][CH2:13][CH2:14][NH:10][S:1]([NH:4][CH2:8][CH2:7][OH:6])(=[O:3])=[O:2]. The yield is 0.870. (2) The reactants are [OH:1][C@@:2]1([C:9]#[C:10][C:11]2[CH:12]=[C:13]([N:17]3[C:21]4=[N:22][C:23]([C:26]5[CH:27]=[N:28][N:29]([CH3:31])[CH:30]=5)=[CH:24][CH:25]=[C:20]4[C:19]([C:32]([O:34]C)=O)=[N:18]3)[CH:14]=[CH:15][CH:16]=2)[CH2:6][CH2:5][N:4]([CH3:7])[C:3]1=[O:8].[NH3:36]. No catalyst specified. The product is [OH:1][C@@:2]1([C:9]#[C:10][C:11]2[CH:12]=[C:13]([N:17]3[C:21]4=[N:22][C:23]([C:26]5[CH:27]=[N:28][N:29]([CH3:31])[CH:30]=5)=[CH:24][CH:25]=[C:20]4[C:19]([C:32]([NH2:36])=[O:34])=[N:18]3)[CH:14]=[CH:15][CH:16]=2)[CH2:6][CH2:5][N:4]([CH3:7])[C:3]1=[O:8]. The yield is 0.300. (3) The reactants are [C:1]([O:5][C:6]([N:8]1[CH2:12][CH2:11][CH2:10][C@H:9]1[CH2:13][OH:14])=[O:7])([CH3:4])([CH3:3])[CH3:2].[C:15]1([CH3:25])[CH:20]=[CH:19][C:18]([S:21](Cl)(=[O:23])=[O:22])=[CH:17][CH:16]=1. The catalyst is N1C=CC=CC=1. The product is [C:1]([O:5][C:6]([N:8]1[CH2:12][CH2:11][CH2:10][C@H:9]1[CH2:13][O:14][S:21]([C:18]1[CH:19]=[CH:20][C:15]([CH3:25])=[CH:16][CH:17]=1)(=[O:23])=[O:22])=[O:7])([CH3:4])([CH3:3])[CH3:2]. The yield is 0.990. (4) The reactants are [Br:1]Br.[C:3]1([N:9]2[CH:13]=[CH:12][CH:11]=[N:10]2)[CH:8]=[CH:7][CH:6]=[CH:5][CH:4]=1.O.C([O-])(O)=O.[Na+]. The catalyst is C(O)(=O)C.C(OCC)(=O)C. The product is [Br:1][C:12]1[CH:11]=[N:10][N:9]([C:3]2[CH:4]=[CH:5][CH:6]=[CH:7][CH:8]=2)[CH:13]=1. The yield is 0.970. (5) No catalyst specified. The reactants are Cl[C:2]1[N:7]=[C:6]([N:8]2[CH2:13][CH2:12][O:11][CH2:10][CH2:9]2)[N:5]=[C:4]([N:14]2[C:18]3[CH:19]=[CH:20][CH:21]=[C:22]([O:23][CH3:24])[C:17]=3[N:16]=[C:15]2[CH:25]([F:27])[F:26])[N:3]=1.[NH2:28][C@H:29]1[CH2:34][CH2:33][CH2:32][N:31]([C:35]([O:37][C:38]([CH3:41])([CH3:40])[CH3:39])=[O:36])[CH2:30]1. The product is [F:26][CH:25]([F:27])[C:15]1[N:14]([C:4]2[N:5]=[C:6]([N:8]3[CH2:13][CH2:12][O:11][CH2:10][CH2:9]3)[N:7]=[C:2]([NH:28][C@H:29]3[CH2:34][CH2:33][CH2:32][N:31]([C:35]([O:37][C:38]([CH3:41])([CH3:40])[CH3:39])=[O:36])[CH2:30]3)[N:3]=2)[C:18]2[CH:19]=[CH:20][CH:21]=[C:22]([O:23][CH3:24])[C:17]=2[N:16]=1. The yield is 0.900.